From a dataset of CYP2C19 inhibition data for predicting drug metabolism from PubChem BioAssay. Regression/Classification. Given a drug SMILES string, predict its absorption, distribution, metabolism, or excretion properties. Task type varies by dataset: regression for continuous measurements (e.g., permeability, clearance, half-life) or binary classification for categorical outcomes (e.g., BBB penetration, CYP inhibition). Dataset: cyp2c19_veith. (1) The drug is O=C(CNS(=O)(=O)c1ccc(Br)cc1)N1CCOCC1. The result is 1 (inhibitor). (2) The result is 1 (inhibitor). The molecule is O=C1c2ccccc2C(=O)c2c1ccc(C(=O)N1CCCCC1)c2NCCO. (3) The molecule is CCCCN(c1ccccc1)c1ncnc2c1cnn2C. The result is 0 (non-inhibitor). (4) The drug is O=c1onc2n1-c1cc(Br)ccc1OC2. The result is 0 (non-inhibitor). (5) The drug is CO[C@@H]1COC(=O)[C@H](COCc2ccccc2)NC(=O)C/C=C\[C@@H](C)[C@H](OC)COC(=O)[C@@H](C)NC(=O)C/C=C\[C@H]1C. The result is 0 (non-inhibitor). (6) The molecule is Cc1ccc(SCC(=O)NNC(=O)C2CCCCC2)cc1. The result is 0 (non-inhibitor). (7) The molecule is CC(C)[C@H](CO)Nc1nc(Nc2cccc(Cl)c2)c2ncn(C(C)C)c2n1. The result is 0 (non-inhibitor).